Dataset: Peptide-MHC class I binding affinity with 185,985 pairs from IEDB/IMGT. Task: Regression. Given a peptide amino acid sequence and an MHC pseudo amino acid sequence, predict their binding affinity value. This is MHC class I binding data. (1) The peptide sequence is NVWATHACV. The MHC is HLA-A69:01 with pseudo-sequence HLA-A69:01. The binding affinity (normalized) is 0.936. (2) The peptide sequence is TVPTNDHIPV. The MHC is H-2-Db with pseudo-sequence H-2-Db. The binding affinity (normalized) is 0.265.